Task: Predict the reactants needed to synthesize the given product.. Dataset: Full USPTO retrosynthesis dataset with 1.9M reactions from patents (1976-2016) The reactants are: [C:1]([O:4][CH2:5][CH3:6])(=O)[CH3:2].CCC[CH2:10][CH3:11].C1(P(C2C=CC=CC=2)C2C=CC=CC=2)C=CC=CC=1.[C:31]1([C:38]2[CH:43]=CC=[CH:40][CH:39]=2)[CH:36]=[CH:35][C:34](O)=[CH:33][CH:32]=1.[CH3:44][CH:45]([O:47]C(/N=N/C(OC(C)C)=O)=O)C. Given the product [C:38]1([C:31]2[CH:32]=[CH:33][CH:34]=[CH:35][CH:36]=2)[CH:39]=[CH:40][C:1]([O:4][CH2:5][C:6]2[CH:44]=[CH:45][O:47][C:10]=2[CH3:11])=[CH:2][CH:43]=1, predict the reactants needed to synthesize it.